From a dataset of Catalyst prediction with 721,799 reactions and 888 catalyst types from USPTO. Predict which catalyst facilitates the given reaction. (1) Reactant: [CH3:1][C:2]1([CH3:28])[CH2:7][CH2:6][CH:5]([C:8]2[CH:9]=[C:10]([N:20]3[CH2:25][C@H:24]([CH3:26])[O:23][C@H:22]([CH3:27])[CH2:21]3)[CH:11]=[CH:12][C:13]=2[N:14]2[CH2:19][CH2:18][NH:17][CH2:16][CH2:15]2)[CH2:4][CH2:3]1.Br[CH2:30][CH:31]1[CH2:34][CH2:33][CH2:32]1.C(=O)([O-])[O-].[K+].[K+].C(=O)([O-])O.[Na+]. Product: [CH:31]1([CH2:30][N:17]2[CH2:16][CH2:15][N:14]([C:13]3[CH:12]=[CH:11][C:10]([N:20]4[CH2:25][C@H:24]([CH3:26])[O:23][C@H:22]([CH3:27])[CH2:21]4)=[CH:9][C:8]=3[CH:5]3[CH2:4][CH2:3][C:2]([CH3:28])([CH3:1])[CH2:7][CH2:6]3)[CH2:19][CH2:18]2)[CH2:34][CH2:33][CH2:32]1. The catalyst class is: 434. (2) Reactant: [Cl:1][CH2:2][C:3]([CH2:5]Cl)=O.[NH2:7][C:8]1[CH:13]=[CH:12][CH:11]=[CH:10][N:9]=1. Product: [Cl:1][CH2:2][C:3]1[N:7]=[C:8]2[CH:13]=[CH:12][CH:11]=[CH:10][N:9]2[CH:5]=1. The catalyst class is: 10. (3) Reactant: [C:1](=[O:4])([O-])[O-].[K+].[K+].CI.CN(C)C=O.[CH2:14]([N:21]1[C:25]2[C:26]([Cl:31])=[N:27][NH:28][C:29](=O)[C:24]=2[N:23]=[CH:22]1)[C:15]1[CH:20]=[CH:19][CH:18]=[CH:17][CH:16]=1. Product: [CH2:14]([N:21]1[C:25]2[C:26]([Cl:31])=[N:27][N:28]([CH3:29])[C:1](=[O:4])[C:24]=2[N:23]=[CH:22]1)[C:15]1[CH:16]=[CH:17][CH:18]=[CH:19][CH:20]=1. The catalyst class is: 69. (4) Reactant: Br[C:2]1[CH:3]=[C:4]([CH:8]=[C:9]([N:11]2[C:19]3[C:14](=[CH:15][C:16]([F:20])=[CH:17][CH:18]=3)[C@@:13]3([CH2:22][C@@:21]3([C:26]3[CH:31]=[CH:30][C:29]([Cl:32])=[CH:28][CH:27]=3)[CH:23]([CH3:25])[CH3:24])[C:12]2=[O:33])[CH:10]=1)[C:5]([O-:7])=[O:6].BrC1C=C([CH:41]=[C:42]([N:44]2C3C(=CC(F)=CC=3)[C@]3(C[C@]3(C3C=CC(Cl)=CC=3)C(C)C)C2=O)C=1)C([O-])=O.O1CC(=O)N=[C-:68]1.[C:73]([O-:76])([O-])=[O:74].[K+].[K+].CNCCNC. Product: [CH3:68][O:7][C:5](=[O:6])[C:4]1[CH:3]=[C:2]([N:44]2[CH2:42][CH2:41][O:76][C:73]2=[O:74])[CH:10]=[C:9]([N:11]2[C:19]3[C:14](=[CH:15][C:16]([F:20])=[CH:17][CH:18]=3)[C@@:13]3([CH2:22][C@@:21]3([C:26]3[CH:27]=[CH:28][C:29]([Cl:32])=[CH:30][CH:31]=3)[CH:23]([CH3:25])[CH3:24])[C:12]2=[O:33])[CH:8]=1. The catalyst class is: 767. (5) Reactant: CO[C:3](=[O:18])[C:4]([C:8](=[O:17])[C:9]1[CH:14]=[CH:13][C:12]([CH3:15])=[C:11]([CH3:16])[CH:10]=1)=[CH:5]OC.[CH3:19][C:20]1[C:25]([NH2:26])=[CH:24][CH:23]=[C:22]([CH3:27])[N:21]=1.C1(OC2C=CC=CC=2)C=CC=CC=1. Product: [CH3:16][C:11]1[CH:10]=[C:9]([CH:14]=[CH:13][C:12]=1[CH3:15])[C:8]([C:4]1[C:3](=[O:18])[C:24]2[C:25](=[C:20]([CH3:19])[N:21]=[C:22]([CH3:27])[CH:23]=2)[NH:26][CH:5]=1)=[O:17]. The catalyst class is: 81. (6) Reactant: [Cl:1][C:2]1[C:3](=[O:13])[C:4]2[C:9]([C:10](=O)[CH:11]=1)=[CH:8][CH:7]=[CH:6][CH:5]=2.[S:14]1[CH:18]=[CH:17][CH:16]=[C:15]1[S:19]([NH2:22])(=[O:21])=[O:20]. Product: [Cl:1][C:2]1[C:3](=[O:13])[C:4]2[C:9](=[CH:8][CH:7]=[CH:6][CH:5]=2)[C:10](=[N:22][S:19]([C:15]2[S:14][CH:18]=[CH:17][CH:16]=2)(=[O:21])=[O:20])[CH:11]=1. The catalyst class is: 13. (7) Reactant: [CH3:1][C:2]1[O:6][C:5]([C:7]2[CH:8]=[C:9]([CH3:13])[CH:10]=[CH:11][CH:12]=2)=[N:4][C:3]=1[CH2:14][O:15][C@H:16]1[CH2:21][CH2:20][CH2:19][C@@H:18]([O:22][CH2:23][CH2:24][CH2:25][NH2:26])[CH2:17]1.C(N(CC)CC)C.[F:34][C:35]([F:48])([F:47])[S:36](O[S:36]([C:35]([F:48])([F:47])[F:34])(=[O:38])=[O:37])(=[O:38])=[O:37]. Product: [F:34][C:35]([F:48])([F:47])[S:36]([NH:26][CH2:25][CH2:24][CH2:23][O:22][C@@H:18]1[CH2:19][CH2:20][CH2:21][C@H:16]([O:15][CH2:14][C:3]2[N:4]=[C:5]([C:7]3[CH:8]=[C:9]([CH3:13])[CH:10]=[CH:11][CH:12]=3)[O:6][C:2]=2[CH3:1])[CH2:17]1)(=[O:38])=[O:37]. The catalyst class is: 4.